This data is from Catalyst prediction with 721,799 reactions and 888 catalyst types from USPTO. The task is: Predict which catalyst facilitates the given reaction. Reactant: [CH3:1][O:2][C:3]1[CH:4]=[C:5]([CH:11]([NH:13][C:14]2[CH:19]=[C:18](F)[CH:17]=[CH:16][C:15]=2[C:21](=[O:26])[C:22]([F:25])([F:24])[F:23])[CH3:12])[CH:6]=[C:7]([O:9][CH3:10])[CH:8]=1.[N:27]1([C:33]([O:35][C:36]([CH3:39])([CH3:38])[CH3:37])=[O:34])[CH2:32][CH2:31][NH:30][CH2:29][CH2:28]1.C(N(CC)C(C)C)(C)C. Product: [CH3:1][O:2][C:3]1[CH:4]=[C:5]([CH:11]([NH:13][C:14]2[CH:19]=[C:18]([N:30]3[CH2:29][CH2:28][N:27]([C:33]([O:35][C:36]([CH3:39])([CH3:38])[CH3:37])=[O:34])[CH2:32][CH2:31]3)[CH:17]=[CH:16][C:15]=2[C:21](=[O:26])[C:22]([F:25])([F:24])[F:23])[CH3:12])[CH:6]=[C:7]([O:9][CH3:10])[CH:8]=1. The catalyst class is: 10.